This data is from Forward reaction prediction with 1.9M reactions from USPTO patents (1976-2016). The task is: Predict the product of the given reaction. (1) Given the reactants [Br:1][C:2]1[C:10]2[O:9][C:8]([C:11]([OH:13])=O)=[CH:7][C:6]=2[CH:5]=[CH:4][CH:3]=1.[C:14]1([NH2:25])[C:19](F)=[C:18](F)[C:17](F)=[C:16](N)C=1F.Cl.Cl.CN(C(O[N:36]1N=N[C:38]2C=CC=N[C:37]1=2)=[N+](C)C)C.F[P-](F)(F)(F)(F)F.C(N(CC)C(C)C)(C)C, predict the reaction product. The product is: [N:25]12[CH2:16][CH2:17][CH:18]([CH2:19][CH2:14]1)[C@@H:37]([NH:36][C:11]([C:8]1[O:9][C:10]3[C:2]([Br:1])=[CH:3][CH:4]=[CH:5][C:6]=3[CH:7]=1)=[O:13])[CH2:38]2. (2) Given the reactants C1(P(C2CCCCC2)C2C=CC=CC=2C2C(C(C)C)=CC(C(C)C)=CC=2C(C)C)CCCCC1.[O:35]1[CH2:40][CH2:39][N:38]([C:41]2[C:46]([NH2:47])=[CH:45][C:44]([N:48]3[CH2:53][CH2:52][O:51][CH2:50][CH2:49]3)=[CH:43][N:42]=2)[CH2:37][CH2:36]1.Cl[C:55]1[C:64]2[C:59](=[CH:60][C:61]([F:66])=[CH:62][C:63]=2[F:65])[N:58]=[C:57]([C:67]2[CH:68]=[N:69][C:70]([O:73][CH2:74][CH3:75])=[CH:71][CH:72]=2)[C:56]=1[CH3:76].CC(C)([O-])C.[Na+], predict the reaction product. The product is: [O:35]1[CH2:40][CH2:39][N:38]([C:41]2[C:46]([NH:47][C:55]3[C:64]4[C:59](=[CH:60][C:61]([F:66])=[CH:62][C:63]=4[F:65])[N:58]=[C:57]([C:67]4[CH:68]=[N:69][C:70]([O:73][CH2:74][CH3:75])=[CH:71][CH:72]=4)[C:56]=3[CH3:76])=[CH:45][C:44]([N:48]3[CH2:49][CH2:50][O:51][CH2:52][CH2:53]3)=[CH:43][N:42]=2)[CH2:37][CH2:36]1.